From a dataset of Full USPTO retrosynthesis dataset with 1.9M reactions from patents (1976-2016). Predict the reactants needed to synthesize the given product. (1) Given the product [CH2:1]([O:3][C:4]([C:5]1[C:6]([OH:8])=[C:17]2[CH:16]=[N:15][N:14]([CH2:18][C:19]3[CH:24]=[CH:23][C:22]([O:25][CH3:26])=[CH:21][CH:20]=3)[C:13]2=[N:12][CH:11]=1)=[O:27])[CH3:2], predict the reactants needed to synthesize it. The reactants are: [CH2:1]([O:3][C:4](=[O:27])[C:5](=[CH:11][NH:12][C:13]1[N:14]([CH2:18][C:19]2[CH:24]=[CH:23][C:22]([O:25][CH3:26])=[CH:21][CH:20]=2)[N:15]=[CH:16][CH:17]=1)[C:6]([O:8]CC)=O)[CH3:2]. (2) The reactants are: [C:1]12[C:7](=[CH:8][CH:9]=[CH:10][CH:11]=1)[NH:6][C:5](=[O:12])[O:4][C:2]2=[O:3].[H-].[Na+].[CH2:15](Br)[C:16]1[CH:21]=[CH:20][CH:19]=[CH:18][CH:17]=1. Given the product [CH2:15]([N:6]1[C:5](=[O:12])[O:4][C:2](=[O:3])[C:1]2=[CH:11][CH:10]=[CH:9][CH:8]=[C:7]12)[C:16]1[CH:21]=[CH:20][CH:19]=[CH:18][CH:17]=1, predict the reactants needed to synthesize it.